Dataset: Peptide-MHC class I binding affinity with 185,985 pairs from IEDB/IMGT. Task: Regression. Given a peptide amino acid sequence and an MHC pseudo amino acid sequence, predict their binding affinity value. This is MHC class I binding data. (1) The peptide sequence is QLPLESDAV. The MHC is HLA-A02:03 with pseudo-sequence HLA-A02:03. The binding affinity (normalized) is 0.339. (2) The peptide sequence is PSKKHWLGK. The MHC is HLA-A26:02 with pseudo-sequence HLA-A26:02. The binding affinity (normalized) is 0.0847. (3) The peptide sequence is KLMALELFK. The MHC is HLA-B35:01 with pseudo-sequence HLA-B35:01. The binding affinity (normalized) is 0.0847.